Dataset: NCI-60 drug combinations with 297,098 pairs across 59 cell lines. Task: Regression. Given two drug SMILES strings and cell line genomic features, predict the synergy score measuring deviation from expected non-interaction effect. (1) Drug 1: CC(CN1CC(=O)NC(=O)C1)N2CC(=O)NC(=O)C2. Drug 2: COC1=CC(=CC(=C1O)OC)C2C3C(COC3=O)C(C4=CC5=C(C=C24)OCO5)OC6C(C(C7C(O6)COC(O7)C8=CC=CS8)O)O. Cell line: SK-MEL-5. Synergy scores: CSS=34.8, Synergy_ZIP=4.48, Synergy_Bliss=7.62, Synergy_Loewe=5.55, Synergy_HSA=9.95. (2) Drug 1: CCC(=C(C1=CC=CC=C1)C2=CC=C(C=C2)OCCN(C)C)C3=CC=CC=C3.C(C(=O)O)C(CC(=O)O)(C(=O)O)O. Drug 2: CS(=O)(=O)OCCCCOS(=O)(=O)C. Cell line: OVCAR-4. Synergy scores: CSS=2.94, Synergy_ZIP=0.732, Synergy_Bliss=2.90, Synergy_Loewe=-0.466, Synergy_HSA=0.285. (3) Drug 1: C1=CN(C=N1)CC(O)(P(=O)(O)O)P(=O)(O)O. Drug 2: C1CN(P(=O)(OC1)NCCCl)CCCl. Cell line: UACC62. Synergy scores: CSS=5.53, Synergy_ZIP=0.0265, Synergy_Bliss=1.50, Synergy_Loewe=2.64, Synergy_HSA=2.66. (4) Drug 1: C1=NC(=NC(=O)N1C2C(C(C(O2)CO)O)O)N. Drug 2: CC1=C(C(=O)C2=C(C1=O)N3CC4C(C3(C2COC(=O)N)OC)N4)N. Cell line: HOP-62. Synergy scores: CSS=58.9, Synergy_ZIP=-0.700, Synergy_Bliss=1.27, Synergy_Loewe=-0.584, Synergy_HSA=6.47. (5) Drug 1: CCCS(=O)(=O)NC1=C(C(=C(C=C1)F)C(=O)C2=CNC3=C2C=C(C=N3)C4=CC=C(C=C4)Cl)F. Drug 2: CCCCC(=O)OCC(=O)C1(CC(C2=C(C1)C(=C3C(=C2O)C(=O)C4=C(C3=O)C=CC=C4OC)O)OC5CC(C(C(O5)C)O)NC(=O)C(F)(F)F)O. Cell line: NCI/ADR-RES. Synergy scores: CSS=2.01, Synergy_ZIP=0.538, Synergy_Bliss=2.07, Synergy_Loewe=0.422, Synergy_HSA=0.981. (6) Drug 1: C1=CC(=C2C(=C1NCCNCCO)C(=O)C3=C(C=CC(=C3C2=O)O)O)NCCNCCO. Drug 2: CC1=CC2C(CCC3(C2CCC3(C(=O)C)OC(=O)C)C)C4(C1=CC(=O)CC4)C. Cell line: SW-620. Synergy scores: CSS=41.8, Synergy_ZIP=5.87, Synergy_Bliss=2.85, Synergy_Loewe=-33.4, Synergy_HSA=1.13. (7) Drug 1: C1=CN(C(=O)N=C1N)C2C(C(C(O2)CO)O)O.Cl. Drug 2: C1=NC2=C(N1)C(=S)N=CN2. Cell line: SN12C. Synergy scores: CSS=48.7, Synergy_ZIP=-7.65, Synergy_Bliss=-3.73, Synergy_Loewe=-2.30, Synergy_HSA=1.06. (8) Drug 2: CN(CCCl)CCCl.Cl. Drug 1: C1CN1C2=NC(=NC(=N2)N3CC3)N4CC4. Cell line: SNB-75. Synergy scores: CSS=28.9, Synergy_ZIP=-8.66, Synergy_Bliss=-4.11, Synergy_Loewe=-10.8, Synergy_HSA=-2.67.